This data is from Orexin1 receptor HTS with 218,158 compounds and 233 confirmed actives. The task is: Binary Classification. Given a drug SMILES string, predict its activity (active/inactive) in a high-throughput screening assay against a specified biological target. The molecule is Clc1c(cc(C=2CC3N(C(CC3)C2C(OC)=O)C(=O)NCCC)cc1)C(F)(F)F. The result is 0 (inactive).